From a dataset of Forward reaction prediction with 1.9M reactions from USPTO patents (1976-2016). Predict the product of the given reaction. (1) Given the reactants [Br:1][C:2]1[CH:7]=[C:6]([C:8]([F:20])([C:16]([F:19])([F:18])[F:17])[C:9]([F:15])([F:14])[C:10]([F:13])([F:12])[F:11])[CH:5]=[C:4]([Cl:21])[C:3]=1[NH2:22].[F:23][C:24]1[C:32]([N+:33]([O-:35])=[O:34])=[CH:31][CH:30]=[CH:29][C:25]=1[C:26](O)=[O:27].C(N(CC)CC)C.O=C1N([ClH]P([ClH]N2CCOC2=O)=O)CCO1, predict the reaction product. The product is: [Br:1][C:2]1[CH:7]=[C:6]([C:8]([F:20])([C:16]([F:17])([F:18])[F:19])[C:9]([F:14])([F:15])[C:10]([F:11])([F:13])[F:12])[CH:5]=[C:4]([Cl:21])[C:3]=1[NH:22][C:26](=[O:27])[C:25]1[CH:29]=[CH:30][CH:31]=[C:32]([N+:33]([O-:35])=[O:34])[C:24]=1[F:23]. (2) Given the reactants [Cl:1]C1C=C(C=CC=1)C(O)=O.[Cl:11][C:12]1[CH:13]=[C:14]([C:18]2[CH:22]=[N:21][NH:20][C:19]=2[C:23]2[C:31]3[C:26](=[N+:27]([O-])[CH:28]=[CH:29][CH:30]=3)[NH:25][CH:24]=2)[CH:15]=[CH:16][CH:17]=1.CCN(C(C)C)C(C)C.[CH2:42]([NH2:49])[C:43]1[CH:48]=[CH:47][CH:46]=[CH:45][CH:44]=1.C1CN([P+](Br)(N2CCCC2)N2CCCC2)CC1.F[P-](F)(F)(F)(F)F.Cl.CO, predict the reaction product. The product is: [ClH:1].[ClH:11].[CH2:42]([NH:49][C:28]1[N:27]=[C:26]2[NH:25][CH:24]=[C:23]([C:19]3[NH:20][N:21]=[CH:22][C:18]=3[C:14]3[CH:15]=[CH:16][CH:17]=[C:12]([Cl:11])[CH:13]=3)[C:31]2=[CH:30][CH:29]=1)[C:43]1[CH:48]=[CH:47][CH:46]=[CH:45][CH:44]=1. (3) Given the reactants CC(OI1(OC(C)=O)(OC(C)=O)OC(=O)C2C=CC=CC1=2)=O.[C:23]([O:31][C@@H:32]1[CH2:40][C@@H:35]2[O:36][C:37](=[O:39])[CH2:38][C@@H:34]2[C@H:33]1[CH2:41][OH:42])(=[O:30])[C:24]1[CH:29]=[CH:28][CH:27]=[CH:26][CH:25]=1.O.O.O.O.O.S([O-])([O-])(=O)=S.[Na+].[Na+].C(=O)(O)[O-].[Na+], predict the reaction product. The product is: [C:23]([O:31][C@@H:32]1[CH2:40][C@@H:35]2[O:36][C:37](=[O:39])[CH2:38][C@@H:34]2[C@H:33]1[CH:41]=[O:42])(=[O:30])[C:24]1[CH:25]=[CH:26][CH:27]=[CH:28][CH:29]=1. (4) Given the reactants [C:1]([C:3]1([NH2:9])[CH2:8][CH2:7][CH2:6][CH2:5][CH2:4]1)#[CH:2].C(N(CC)CC)C.[Cl:17][C:18]1[CH:19]=[C:20]([S:24](Cl)(=[O:26])=[O:25])[CH:21]=[CH:22][CH:23]=1, predict the reaction product. The product is: [Cl:17][C:18]1[CH:19]=[C:20]([S:24]([NH:9][C:3]2([C:1]#[CH:2])[CH2:8][CH2:7][CH2:6][CH2:5][CH2:4]2)(=[O:26])=[O:25])[CH:21]=[CH:22][CH:23]=1. (5) Given the reactants CS(C)=O.[H-].[Na+].[I-].[CH3:8][S+](C)C.[CH2:12]([N:19]1[C:27]2[C:22](=[CH:23][CH:24]=[C:25]([N+:28]([O-:30])=[O:29])[CH:26]=2)[C:21]([C:31](=[O:36])[C:32]([F:35])([F:34])[F:33])=[CH:20]1)[C:13]1[CH:18]=[CH:17][CH:16]=[CH:15][CH:14]=1, predict the reaction product. The product is: [CH2:12]([N:19]1[C:27]2[C:22](=[CH:23][CH:24]=[C:25]([N+:28]([O-:30])=[O:29])[CH:26]=2)[C:21]([C:31]2([C:32]([F:35])([F:33])[F:34])[CH2:8][O:36]2)=[CH:20]1)[C:13]1[CH:14]=[CH:15][CH:16]=[CH:17][CH:18]=1. (6) Given the reactants [C:1]([C:4]1[CH:5]=[C:6]([CH:9]=[CH:10][CH:11]=1)[C:7]#[N:8])(=[O:3])[CH3:2].FC(F)(F)C(OI(C1C=CC=CC=1)OC(=O)C(F)(F)F)=[O:15].FC(F)(F)C(O)=O, predict the reaction product. The product is: [OH:15][CH2:2][C:1]([C:4]1[CH:5]=[C:6]([CH:9]=[CH:10][CH:11]=1)[C:7]#[N:8])=[O:3]. (7) Given the reactants [CH3:1][O:2][C:3]1[CH:4]=[C:5]([C:9]2[N:10]=[C:11]([CH:14]3[O:19][CH2:18][CH2:17][N:16](CC4C=CC=CC=4)[CH2:15]3)[NH:12][CH:13]=2)[CH:6]=[CH:7][CH:8]=1.Cl, predict the reaction product. The product is: [CH3:1][O:2][C:3]1[CH:4]=[C:5]([C:9]2[N:10]=[C:11]([CH:14]3[O:19][CH2:18][CH2:17][NH:16][CH2:15]3)[NH:12][CH:13]=2)[CH:6]=[CH:7][CH:8]=1.